This data is from Reaction yield outcomes from USPTO patents with 853,638 reactions. The task is: Predict the reaction yield, written as a fraction of the theoretical maximum amount of product (1.0 means a 100% yield; for example, 0.34 means a 34% yield). (1) The reactants are [Si]([O:8][C:9]1[CH:41]=[CH:40][C:12]2[N:13]([C:18]3[CH:23]=[CH:22][C:21]([CH2:24][CH2:25][NH:26][C:27]([NH:29][S:30]([C:33]4[CH:38]=[CH:37][C:36]([CH3:39])=[CH:35][CH:34]=4)(=[O:32])=[O:31])=[O:28])=[CH:20][CH:19]=3)[C:14]([CH2:16][CH3:17])=[N:15][C:11]=2[CH:10]=1)(C(C)(C)C)(C)C.[F-].C([N+](CCCC)(CCCC)CCCC)CCC. The catalyst is C1COCC1. The product is [CH2:16]([C:14]1[N:13]([C:18]2[CH:23]=[CH:22][C:21]([CH2:24][CH2:25][NH:26][C:27]([NH:29][S:30]([C:33]3[CH:38]=[CH:37][C:36]([CH3:39])=[CH:35][CH:34]=3)(=[O:32])=[O:31])=[O:28])=[CH:20][CH:19]=2)[C:12]2[CH:40]=[CH:41][C:9]([OH:8])=[CH:10][C:11]=2[N:15]=1)[CH3:17]. The yield is 0.920. (2) The reactants are OO.[CH3:3][O:4][CH:5]1[CH2:8][N:7]([CH2:9][CH2:10][CH2:11][NH:12][C:13]2[N:14]=[N+:15]([O-:26])[C:16]3[CH:25]=[C:24]4[C:20]([CH2:21][CH2:22][CH2:23]4)=[CH:19][C:17]=3[N:18]=2)[CH2:6]1.C(O)(C(F)(F)F)=[O:28]. The catalyst is C(Cl)Cl.N. The product is [CH3:3][O:4][CH:5]1[CH2:8][N:7]([CH2:9][CH2:10][CH2:11][NH:12][C:13]2[N:14]=[N+:15]([O-:26])[C:16]3[CH:25]=[C:24]4[C:20]([CH2:21][CH2:22][CH2:23]4)=[CH:19][C:17]=3[N+:18]=2[O-:28])[CH2:6]1. The yield is 0.300.